Dataset: Forward reaction prediction with 1.9M reactions from USPTO patents (1976-2016). Task: Predict the product of the given reaction. (1) Given the reactants [OH:1][CH:2]1[CH2:9][CH:8]2[N:10]([C:11]([O:13][CH2:14][C:15]3[CH:20]=[CH:19][CH:18]=[CH:17][CH:16]=3)=[O:12])[CH:4]([CH2:5][O:6][CH2:7]2)[CH2:3]1.[N+](=[CH:23][C:24]([O:26][CH2:27][CH3:28])=[O:25])=[N-], predict the reaction product. The product is: [CH2:27]([O:26][C:24](=[O:25])[CH2:23][O:1][CH:2]1[CH2:3][CH:4]2[N:10]([C:11]([O:13][CH2:14][C:15]3[CH:20]=[CH:19][CH:18]=[CH:17][CH:16]=3)=[O:12])[CH:8]([CH2:7][O:6][CH2:5]2)[CH2:9]1)[CH3:28]. (2) Given the reactants F[C:2]1[N:7]2[CH:8]=[C:9]([CH2:11][N:12]3[C@H:25]4[C@H:16]([CH2:17][CH2:18][C:19]5[C:24]4=[N:23][CH:22]=[CH:21][CH:20]=5)[CH2:15][CH2:14][CH2:13]3)[N:10]=[C:6]2[CH:5]=[CH:4][CH:3]=1.[N:26]1([CH2:33][CH2:34][OH:35])[CH2:32][CH2:31][CH2:30][NH:29][CH2:28][CH2:27]1, predict the reaction product. The product is: [N:12]1([CH2:11][C:9]2[N:10]=[C:6]3[CH:5]=[CH:4][CH:3]=[C:2]([N:29]4[CH2:30][CH2:31][CH2:32][N:26]([CH2:33][CH2:34][OH:35])[CH2:27][CH2:28]4)[N:7]3[CH:8]=2)[C@H:25]2[C@H:16]([CH2:17][CH2:18][C:19]3[C:24]2=[N:23][CH:22]=[CH:21][CH:20]=3)[CH2:15][CH2:14][CH2:13]1.